This data is from HIV replication inhibition screening data with 41,000+ compounds from the AIDS Antiviral Screen. The task is: Binary Classification. Given a drug SMILES string, predict its activity (active/inactive) in a high-throughput screening assay against a specified biological target. (1) The compound is O=C(NCCN1CCOCC1)c1cn2c(ccc3sc4ccccc4c(=O)c32)n1. The result is 0 (inactive). (2) The drug is CC(=O)OCC(=O)C1(O)CCC2C3CCC4=CC(=O)C=CC4(C)C3(F)C(O)CC21C. The result is 0 (inactive). (3) The drug is O=S(=O)(O)c1ccc(N=Nc2ccc(N=Nc3cccc4ccccc34)c(S(=O)(=O)O)c2)cc1. The result is 0 (inactive).